This data is from Full USPTO retrosynthesis dataset with 1.9M reactions from patents (1976-2016). The task is: Predict the reactants needed to synthesize the given product. (1) The reactants are: [F:1][C:2]1[CH:3]=[C:4]([CH:33]=[CH:34][C:35]=1[F:36])[CH2:5][NH:6][C:7]([C:9]1[C:17]2[C:12](=[CH:13][CH:14]=[C:15]([O:18]CC3C=CC=CC=3)[CH:16]=2)[N:11]([C:26]2[CH:31]=[CH:30][CH:29]=[CH:28][CH:27]=2)[C:10]=1[CH3:32])=[O:8]. Given the product [F:1][C:2]1[CH:3]=[C:4]([CH:33]=[CH:34][C:35]=1[F:36])[CH2:5][NH:6][C:7]([C:9]1[C:17]2[C:12](=[CH:13][CH:14]=[C:15]([OH:18])[CH:16]=2)[N:11]([C:26]2[CH:31]=[CH:30][CH:29]=[CH:28][CH:27]=2)[C:10]=1[CH3:32])=[O:8], predict the reactants needed to synthesize it. (2) Given the product [F:26][C:25]([F:28])([F:27])[S:22]([O:20][C:2]1[CH:3]=[CH:4][C:5]2[C:6]3[C:11](=[CH:10][C:9]([O:19][S:22]([C:25]([F:26])([F:27])[F:28])(=[O:21])=[O:23])=[CH:8][CH:7]=3)[C:12]3[C:17](=[CH:16][CH:15]=[CH:14][CH:13]=3)[C:18]=2[CH:1]=1)(=[O:23])=[O:21], predict the reactants needed to synthesize it. The reactants are: [CH:1]1[C:18]2[C:17]3[C:12](=[CH:13][CH:14]=[CH:15][CH:16]=3)[C:11]3[C:6](=[CH:7][CH:8]=[C:9]([OH:19])[CH:10]=3)[C:5]=2[CH:4]=[CH:3][C:2]=1[OH:20].[O:21](S(C(F)(F)F)(=O)=O)[S:22]([C:25]([F:28])([F:27])[F:26])(=O)=[O:23].Cl. (3) Given the product [C:1]1([S:7]([C:10]2[CH:19]=[C:18]3[C:13]([CH:14]([CH2:20][C:21]#[N:22])[CH2:15][CH2:16][O:17]3)=[CH:12][CH:11]=2)(=[O:9])=[O:8])[CH:2]=[CH:3][CH:4]=[CH:5][CH:6]=1, predict the reactants needed to synthesize it. The reactants are: [C:1]1([S:7]([C:10]2[CH:19]=[C:18]3[C:13]([C:14](=[CH:20][C:21]#[N:22])[CH2:15][CH2:16][O:17]3)=[CH:12][CH:11]=2)(=[O:9])=[O:8])[CH:6]=[CH:5][CH:4]=[CH:3][CH:2]=1.[H][H]. (4) Given the product [CH2:1]([N:8]1[CH2:13][CH:14]([CH2:25][O:26][Si:27]([C:30]([CH3:33])([CH3:32])[CH3:31])([CH3:29])[CH3:28])[CH:15]([C:17]2[CH:22]=[CH:21][C:20]([Cl:23])=[C:19]([F:24])[CH:18]=2)[O:16][CH2:10][C:9]1=[O:12])[C:2]1[CH:7]=[CH:6][CH:5]=[CH:4][CH:3]=1, predict the reactants needed to synthesize it. The reactants are: [CH2:1]([N:8]([CH2:13][CH:14]([CH2:25][O:26][Si:27]([C:30]([CH3:33])([CH3:32])[CH3:31])([CH3:29])[CH3:28])[CH:15]([C:17]1[CH:22]=[CH:21][C:20]([Cl:23])=[C:19]([F:24])[CH:18]=1)[OH:16])[C:9](=[O:12])[CH2:10]Cl)[C:2]1[CH:7]=[CH:6][CH:5]=[CH:4][CH:3]=1.[OH-].[Na+]. (5) The reactants are: [Br:1][C:2]1[C:3]([O:8][C:9]2[CH:15]=[CH:14][C:12]([NH2:13])=[CH:11][CH:10]=2)=[N:4][CH:5]=[CH:6][CH:7]=1.Cl[C:17]1[O:18][C:19]2[CH:25]=[CH:24][CH:23]=[CH:22][C:20]=2[N:21]=1. Given the product [Br:1][C:2]1[C:3]([O:8][C:9]2[CH:15]=[CH:14][C:12]([NH:13][C:17]3[O:18][C:19]4[CH:25]=[CH:24][CH:23]=[CH:22][C:20]=4[N:21]=3)=[CH:11][CH:10]=2)=[N:4][CH:5]=[CH:6][CH:7]=1, predict the reactants needed to synthesize it. (6) Given the product [Cl:15][C:7]1[CH:8]=[C:9]2[C:4](=[CH:5][CH:6]=1)[N:3]=[C:2]([NH:25][C@H:22]([C:19]1[CH:20]=[CH:21][CH:16]=[CH:17][CH:18]=1)[CH2:23][OH:24])[C:11]([C:12]([OH:14])=[O:13])=[CH:10]2, predict the reactants needed to synthesize it. The reactants are: Cl[C:2]1[C:11]([C:12]([OH:14])=[O:13])=[CH:10][C:9]2[C:4](=[CH:5][CH:6]=[C:7]([Cl:15])[CH:8]=2)[N:3]=1.[CH:16]1[CH:21]=[CH:20][C:19]([C@@H:22]([NH2:25])[CH2:23][OH:24])=[CH:18][CH:17]=1.C(Cl)(Cl)Cl. (7) The reactants are: [CH3:1][O:2][C:3]1[CH:4]=[C:5]2[CH2:14][CH:13]([CH2:15][CH:16]3[CH2:21][CH2:20][N:19]([CH2:22][C:23]4[CH:24]=[CH:25][CH:26]=[CH:27][CH:28]=4)[CH2:18][CH2:17]3)[C:11](=[O:12])[C:6]2=[CH:7][C:8]=1[O:9][CH3:10].[C:29]([OH:36])(=[O:35])[CH2:30][CH2:31][C:32]([OH:34])=[O:33]. Given the product [CH3:1][O:2][C:3]1[CH:4]=[C:5]2[CH2:14][CH:13]([CH2:15][CH:16]3[CH2:17][CH2:18][N:19]([CH2:22][C:23]4[CH:28]=[CH:27][CH:26]=[CH:25][CH:24]=4)[CH2:20][CH2:21]3)[C:11](=[O:12])[C:6]2=[CH:7][C:8]=1[O:9][CH3:10].[C:29]([O-:36])(=[O:35])[CH2:30][CH2:31][C:32]([O-:34])=[O:33], predict the reactants needed to synthesize it. (8) Given the product [C:10]([NH:13][C@H:14]([C:17]([OH:19])=[O:18])[CH2:15][SH:16])(=[O:12])[CH3:11].[Co:7]([Cl:9])[Cl:8], predict the reactants needed to synthesize it. The reactants are: O.O.O.O.O.O.[Co:7]([Cl:9])[Cl:8].[C:10]([NH:13][C@H:14]([C:17]([OH:19])=[O:18])[CH2:15][SH:16])(=[O:12])[CH3:11].SCC(C(O)=O)NC(C)=O.